This data is from Full USPTO retrosynthesis dataset with 1.9M reactions from patents (1976-2016). The task is: Predict the reactants needed to synthesize the given product. (1) Given the product [C:1]([N:4]1[CH2:13][CH2:12][C:11]2[N:10]=[CH:9][C:8]([NH2:14])=[CH:7][C:6]=2[CH2:5]1)(=[O:3])[CH3:2], predict the reactants needed to synthesize it. The reactants are: [C:1]([N:4]1[CH2:13][CH2:12][C:11]2[N:10]=[CH:9][C:8]([N+:14]([O-])=O)=[CH:7][C:6]=2[CH2:5]1)(=[O:3])[CH3:2]. (2) Given the product [NH2:72][C:73]1[CH:78]=[C:77]([N:80]2[C:86](=[O:87])[CH2:85][C:84](=[O:88])[NH:83][C:82]3[C:89]4[C:94]([CH:95]=[CH:96][C:81]2=3)=[CH:93][CH:92]=[CH:91][CH:90]=4)[CH:76]=[CH:75][CH:74]=1, predict the reactants needed to synthesize it. The reactants are: FC(F)(F)S(OC1C=CC2C(=CC=CC=2)C=1[N+]([O-])=O)(=O)=O.C(OC(=O)NC1C=CC=C(N)C=1)(C)(C)C.CC1C(C)=CC=CC=1C(NC1C=CC(N2C(=O)CC(=O)NC3C4C(C=CC2=3)=CC=CC=4)=CC=1F)=O.[NH2:72][CH2:73][C:74]1C=[CH:78][C:77]([N:80]2[C:86](=[O:87])[CH2:85][C:84](=[O:88])[NH:83][C:82]3[C:89]4[C:94]([CH:95]=[CH:96][C:81]2=3)=[CH:93][CH:92]=[CH:91][CH:90]=4)=[CH:76][CH:75]=1. (3) Given the product [CH3:40][C:39]1([CH3:46])[C:56]2[CH:57]=[C:58]([NH2:54])[CH:15]=[CH:16][C:55]=2[C:37]([C:36]2[CH:11]=[CH:12][C:13]([NH2:14])=[CH:34][CH:35]=2)([CH3:42])[CH2:38]1.[CH:42]1[C:37]([C:26]([C:17]2[CH:16]=[CH:15][C:20]3[C:21]([O:23][C:24](=[O:25])[C:19]=3[CH:18]=2)=[O:22])=[O:28])=[CH:38][C:39]2[C:46]([O:45][C:43](=[O:44])[C:40]=2[CH:41]=1)=[O:47], predict the reactants needed to synthesize it. The reactants are: C1[N:14]([CH2:13][CH2:12][CH2:11]N)CCN([CH2:11][CH2:12][CH2:13][NH2:14])C1.[CH:15]1[C:20]2[C:21]([O:23][C:24](=[O:25])[C:19]=2[CH:18]=[C:17]2[C:26]([O:28]C(=O)[C:16]=12)=O)=[O:22].C1[C:36]([C:37]2[CH:42]=[CH:41][C:40]3[C:43]([O:45][C:46](=[O:47])[C:39]=3[CH:38]=2)=[O:44])=[CH:35][C:34]2C(OC(=O)C=2C=1)=O.C[N:54]1[C:58](=O)[CH2:57][CH2:56][CH2:55]1. (4) Given the product [Br:38][C:39]1[CH:51]=[N:50][C:49]2[C:48]3[C:47]([F:52])=[CH:46][C:45]([S:53]([CH3:56])(=[O:55])=[O:54])=[CH:44][C:43]=3[N:42]([C@@H:14]([CH:21]3[CH2:26][CH2:25][O:24][CH2:23][CH2:22]3)[C:15]3[CH:20]=[CH:19][CH:18]=[CH:17][CH:16]=3)[C:41]=2[CH:40]=1, predict the reactants needed to synthesize it. The reactants are: CS(C1C=CC2C3N=CC(C4N(C)N=NC=4C)=CC=3N([C@@H:14]([CH:21]3[CH2:26][CH2:25][O:24][CH2:23][CH2:22]3)[C:15]3[CH:20]=[CH:19][CH:18]=[CH:17][CH:16]=3)C=2C=1)(=O)=O.[Br:38][C:39]1[CH:51]=[N:50][C:49]2[C:48]3[C:47]([F:52])=[CH:46][C:45]([S:53]([CH3:56])(=[O:55])=[O:54])=[CH:44][C:43]=3[NH:42][C:41]=2[CH:40]=1. (5) Given the product [BrH:1].[Cl:15][C:8]1[C:9]2[C:14](=[CH:13][CH:12]=[CH:11][CH:10]=2)[C:5]([C:3]2[N:19]3[CH2:20][CH2:21][N:17]=[C:18]3[S:22][C:2]=2[CH3:16])=[CH:6][CH:7]=1, predict the reactants needed to synthesize it. The reactants are: [Br:1][CH:2]([CH3:16])[C:3]([C:5]1[C:14]2[C:9](=[CH:10][CH:11]=[CH:12][CH:13]=2)[C:8]([Cl:15])=[CH:7][CH:6]=1)=O.[NH:17]1[CH2:21][CH2:20][NH:19][C:18]1=[S:22].CC(O)=O. (6) Given the product [F:13][C:14]1[CH:15]=[C:16]([CH:34]=[CH:35][CH:36]=1)[CH2:17][O:18][C:19]1[CH:24]=[CH:23][C:22]([N:25]2[C:29](=[O:30])[CH2:28][C@H:27]([C:31]([NH2:3])=[O:32])[CH2:26]2)=[CH:21][CH:20]=1, predict the reactants needed to synthesize it. The reactants are: C(N1C=CN=C1)([N:3]1C=CN=C1)=O.[F:13][C:14]1[CH:15]=[C:16]([CH:34]=[CH:35][CH:36]=1)[CH2:17][O:18][C:19]1[CH:24]=[CH:23][C:22]([N:25]2[C:29](=[O:30])[CH2:28][C@H:27]([C:31](O)=[O:32])[CH2:26]2)=[CH:21][CH:20]=1.